This data is from Full USPTO retrosynthesis dataset with 1.9M reactions from patents (1976-2016). The task is: Predict the reactants needed to synthesize the given product. Given the product [C:30]([O:34][C:35](=[O:42])[NH:36][C:37]([CH3:41])([CH3:40])[CH2:38][O:39][C:13]1[C:14]([NH2:20])=[N:15][CH:16]=[C:17]([Br:19])[N:18]=1)([CH3:33])([CH3:31])[CH3:32], predict the reactants needed to synthesize it. The reactants are: N1C2C(=CC=CC=2O)C=CC=1.Br[C:13]1[C:14]([NH2:20])=[N:15][CH:16]=[C:17]([Br:19])[N:18]=1.O.P([O-])([O-])([O-])=O.[K+].[K+].[K+].[C:30]([O:34][C:35](=[O:42])[NH:36][C:37]([CH3:41])([CH3:40])[CH2:38][OH:39])([CH3:33])([CH3:32])[CH3:31].